Task: Predict the reactants needed to synthesize the given product.. Dataset: Full USPTO retrosynthesis dataset with 1.9M reactions from patents (1976-2016) (1) Given the product [Cl:15][C:16]1[CH:17]=[CH:18][C:19]([C@H:22]2[CH2:26][N:25]3[C:24]([NH:1][N:2]4[C:3]([CH:10]5[CH2:14][CH2:13][O:12][CH2:11]5)=[N:4][CH:5]=[C:6]4[C:7]3=[O:9])=[N:23]2)=[CH:20][CH:21]=1, predict the reactants needed to synthesize it. The reactants are: [NH2:1][N:2]1[C:6]([C:7]([OH:9])=O)=[CH:5][N:4]=[C:3]1[CH:10]1[CH2:14][CH2:13][O:12][CH2:11]1.[Cl:15][C:16]1[CH:21]=[CH:20][C:19]([C@H:22]2[CH2:26][NH:25][C:24](SC)=[N:23]2)=[CH:18][CH:17]=1.CN(C(ON1N=NC2C=CC=CC1=2)=[N+](C)C)C.[B-](F)(F)(F)F.CCN(C(C)C)C(C)C. (2) Given the product [Cl:1][C:2]1[CH:3]=[CH:4][C:5]2[N:11]3[C:12]([CH2:15][CH:16]([CH3:18])[CH3:17])=[CH:13][CH:14]=[C:10]3[C@@H:9]([CH2:19][CH2:20][N:41]3[C:42]([CH2:43][C:44]([O:46][CH2:47][CH3:48])=[O:45])=[N:38][N:39]=[N:40]3)[O:8][C@H:7]([C:22]3[CH:27]=[CH:26][CH:25]=[C:24]([O:28][CH3:29])[C:23]=3[O:30][CH3:31])[C:6]=2[CH:32]=1, predict the reactants needed to synthesize it. The reactants are: [Cl:1][C:2]1[CH:3]=[CH:4][C:5]2[N:11]3[C:12]([CH2:15][CH:16]([CH3:18])[CH3:17])=[CH:13][CH:14]=[C:10]3[C@@H:9]([CH2:19][CH2:20]O)[O:8][C@H:7]([C:22]3[CH:27]=[CH:26][CH:25]=[C:24]([O:28][CH3:29])[C:23]=3[O:30][CH3:31])[C:6]=2[CH:32]=1.CS(Cl)(=O)=O.[NH:38]1[C:42]([CH2:43][C:44]([O:46][CH2:47][CH3:48])=[O:45])=[N:41][N:40]=[N:39]1.C(=O)([O-])[O-].[K+].[K+]. (3) The reactants are: [C:1]([OH:20])(=O)[CH2:2][CH2:3][CH2:4][CH2:5][CH2:6][CH2:7][CH2:8]/[CH:9]=[CH:10]\[CH2:11]/[CH:12]=[CH:13]\[CH2:14][CH2:15][CH2:16][CH2:17][CH3:18].C(Cl)(=O)C([Cl:24])=O. Given the product [C:1]([Cl:24])(=[O:20])[CH2:2][CH2:3][CH2:4][CH2:5][CH2:6][CH2:7][CH2:8]/[CH:9]=[CH:10]\[CH2:11]/[CH:12]=[CH:13]\[CH2:14][CH2:15][CH2:16][CH2:17][CH3:18], predict the reactants needed to synthesize it. (4) Given the product [CH3:25][N:11]([CH:12]1[CH2:13][CH2:14][NH:15][CH2:16][CH2:17]1)[C:9](=[O:10])[O:8][CH2:1][C:2]1[CH:7]=[CH:6][CH:5]=[CH:4][CH:3]=1, predict the reactants needed to synthesize it. The reactants are: [CH2:1]([O:8][C:9]([N:11]([CH3:25])[CH:12]1[CH2:17][CH2:16][N:15](C(OC(C)(C)C)=O)[CH2:14][CH2:13]1)=[O:10])[C:2]1[CH:7]=[CH:6][CH:5]=[CH:4][CH:3]=1.C(O)(C(F)(F)F)=O. (5) Given the product [P:17]([Cl:20])([Cl:19])(=[O:18])[O:16][C:13]1[CH:14]=[CH:15][C:10]([O:9][CH3:8])=[CH:11][CH:12]=1, predict the reactants needed to synthesize it. The reactants are: C(N(CC)CC)C.[CH3:8][O:9][C:10]1[CH:15]=[CH:14][C:13]([OH:16])=[CH:12][CH:11]=1.[P:17](Cl)([Cl:20])([Cl:19])=[O:18]. (6) Given the product [Br:10][C:3]1[CH:4]=[C:5]([CH:8]=[CH:9][C:2]=1[OH:1])[CH:6]=[O:7], predict the reactants needed to synthesize it. The reactants are: [OH:1][C:2]1[CH:9]=[CH:8][C:5]([CH:6]=[O:7])=[CH:4][CH:3]=1.[Br:10]Br.O. (7) Given the product [CH2:1]([N:8]1[CH2:12][C:13]2[N:14]=[CH:15][C:16]([N:20]([CH2:22][CH:23]3[CH2:25][CH2:24]3)[CH3:21])=[N:17][C:18]=2[O:11][CH2:10][CH2:9]1)[C:2]1[CH:7]=[CH:6][CH:5]=[CH:4][CH:3]=1, predict the reactants needed to synthesize it. The reactants are: [CH2:1]([N:8]([CH2:12][C:13]1[C:18](Cl)=[N:17][C:16]([N:20]([CH2:22][CH:23]2[CH2:25][CH2:24]2)[CH3:21])=[CH:15][N:14]=1)[CH2:9][CH2:10][OH:11])[C:2]1[CH:7]=[CH:6][CH:5]=[CH:4][CH:3]=1.CC(C)([O-])C.[K+].O.